From a dataset of Full USPTO retrosynthesis dataset with 1.9M reactions from patents (1976-2016). Predict the reactants needed to synthesize the given product. (1) The reactants are: C([O:3][C:4]([C:6]1([NH:10][C:11]([C:13]2[C:14]3[CH2:15][C@@H:16]4[CH2:29][C@@H:17]4[C:18]=3[N:19]([C:21]3[CH:26]=[CH:25][C:24]([F:27])=[CH:23][C:22]=3[F:28])[N:20]=2)=[O:12])[CH2:9][CH2:8][CH2:7]1)=O)C.[NH3:30]. Given the product [C:4]([C:6]1([NH:10][C:11]([C:13]2[C:14]3[CH2:15][C@@H:16]4[CH2:29][C@@H:17]4[C:18]=3[N:19]([C:21]3[CH:26]=[CH:25][C:24]([F:27])=[CH:23][C:22]=3[F:28])[N:20]=2)=[O:12])[CH2:7][CH2:8][CH2:9]1)(=[O:3])[NH2:30], predict the reactants needed to synthesize it. (2) The reactants are: [Cl:1][C:2]1[CH:7]=[CH:6][C:5]([NH:8][C:9]2[N:13]([CH3:14])[C:12]3[CH:15]=[C:16]([O:29][CH3:30])[C:17]([O:19][C:20]4(C(O)=O)[CH:25]=[CH:24][CH:23]=[CH:22][NH:21]4)=[CH:18][C:11]=3[N:10]=2)=[CH:4][CH:3]=1.[N:31]1([CH2:36][CH2:37][NH2:38])[CH2:35][CH2:34][CH2:33][CH2:32]1.CN([C:42]([O:46]N1N=NC2C=CC=CC1=2)=[N+](C)C)C.F[P-](F)(F)(F)(F)F.C(N(CC)C(C)C)(C)C. Given the product [Cl:1][C:2]1[CH:7]=[CH:6][C:5]([NH:8][C:9]2[N:13]([CH3:14])[C:12]3[CH:15]=[C:16]([O:29][CH3:30])[C:17]([O:19][C:20]4([CH:34]5[CH2:35][N:31]([CH2:36][CH2:37][NH:38][CH:42]=[O:46])[CH2:32][CH2:33]5)[CH:25]=[CH:24][CH:23]=[CH:22][NH:21]4)=[CH:18][C:11]=3[N:10]=2)=[CH:4][CH:3]=1, predict the reactants needed to synthesize it. (3) The reactants are: [NH2:1][C:2]1[CH:3]=[C:4]([CH:8]=[CH:9][N:10]=1)[C:5]([OH:7])=O.[NH2:11][CH2:12][CH2:13][CH:14]([C:22]1[CH:31]=[CH:30][C:25]([C:26]([NH:28][CH3:29])=[O:27])=[CH:24][CH:23]=1)[C:15]1[CH:20]=[CH:19][C:18]([F:21])=[CH:17][CH:16]=1.C1C=CC2N(O)N=NC=2C=1.C(Cl)CCl.C(N(C(C)C)CC)(C)C. Given the product [NH2:1][C:2]1[CH:3]=[C:4]([CH:8]=[CH:9][N:10]=1)[C:5]([NH:11][CH2:12][CH2:13][CH:14]([C:15]1[CH:16]=[CH:17][C:18]([F:21])=[CH:19][CH:20]=1)[C:22]1[CH:23]=[CH:24][C:25]([C:26](=[O:27])[NH:28][CH3:29])=[CH:30][CH:31]=1)=[O:7], predict the reactants needed to synthesize it. (4) Given the product [NH2:25][C:21]1[CH:20]=[CH:19][CH:18]=[C:17]2[C:22]=1[CH:23]=[CH:24][N:15]([CH2:14][CH:11]1[CH2:10][CH2:9][N:8]([C:6]([O:5][C:1]([CH3:4])([CH3:3])[CH3:2])=[O:7])[CH2:13][CH2:12]1)[C:16]2=[O:28], predict the reactants needed to synthesize it. The reactants are: [C:1]([O:5][C:6]([N:8]1[CH2:13][CH2:12][CH:11]([CH2:14][N:15]2[CH:24]=[CH:23][C:22]3[C:17](=[CH:18][CH:19]=[CH:20][C:21]=3[N+:25]([O-])=O)[C:16]2=[O:28])[CH2:10][CH2:9]1)=[O:7])([CH3:4])([CH3:3])[CH3:2].CO. (5) Given the product [OH:25][CH2:24][CH2:23][N:20]1[CH2:21][CH2:22][N:17]([CH2:16][C:15]([NH:14][C:13]2[C:8]([N:1]3[CH2:6][CH2:5][O:4][CH2:3][CH2:2]3)=[N:9][C:10]([CH3:28])=[CH:11][C:12]=2[N:1]2[CH2:6][CH2:5][O:4][CH2:3][CH2:2]2)=[O:26])[CH2:18][CH2:19]1, predict the reactants needed to synthesize it. The reactants are: [NH:1]1[CH2:6][CH2:5][O:4][CH2:3][CH2:2]1.Cl[C:8]1[C:13]([NH:14][C:15](=[O:26])[CH2:16][N:17]2[CH2:22][CH2:21][N:20]([CH2:23][CH2:24][OH:25])[CH2:19][CH2:18]2)=[C:12](Cl)[CH:11]=[C:10]([CH3:28])[N:9]=1.